This data is from Forward reaction prediction with 1.9M reactions from USPTO patents (1976-2016). The task is: Predict the product of the given reaction. (1) Given the reactants C([O:8][N:9]1[C:18]2[C:13](=[CH:14][CH:15]=[CH:16][N:17]=2)[C:12]([NH:19][C:20](=[O:22])[CH3:21])=[CH:11][C:10]1=[O:23])C1C=CC=CC=1, predict the reaction product. The product is: [OH:8][N:9]1[C:18]2[C:13](=[CH:14][CH:15]=[CH:16][N:17]=2)[C:12]([NH:19][C:20](=[O:22])[CH3:21])=[CH:11][C:10]1=[O:23]. (2) Given the reactants [Cl:1][C:2]1[CH:3]=[C:4]([CH:29]=[CH:30][C:31]=1[Cl:32])[C:5]([NH:7][C:8]1[CH:9]=[CH:10][C:11]([O:14][C:15]2[CH:20]=[CH:19][C:18]([NH:21]C(=O)OC(C)(C)C)=[CH:17][CH:16]=2)=[N:12][CH:13]=1)=[O:6], predict the reaction product. The product is: [ClH:1].[ClH:1].[NH2:21][C:18]1[CH:19]=[CH:20][C:15]([O:14][C:11]2[N:12]=[CH:13][C:8]([NH:7][C:5](=[O:6])[C:4]3[CH:29]=[CH:30][C:31]([Cl:32])=[C:2]([Cl:1])[CH:3]=3)=[CH:9][CH:10]=2)=[CH:16][CH:17]=1.